Dataset: Forward reaction prediction with 1.9M reactions from USPTO patents (1976-2016). Task: Predict the product of the given reaction. (1) Given the reactants [C:1]([C:4]1[CH:5]=[C:6]2[C:14](=[CH:15][CH:16]=1)[N:13]([CH2:17][C:18]1[CH:23]=[CH:22][CH:21]=[C:20]([F:24])[CH:19]=1)[C:12]1[CH2:11][CH2:10][C@@H:9]([NH:25][C:26](=[O:30])[CH:27]([CH3:29])[CH3:28])[CH2:8][C:7]2=1)(=[O:3])[CH3:2].CO[CH:33](OC)[N:34](C)C.Cl.NO, predict the reaction product. The product is: [F:24][C:20]1[CH:19]=[C:18]([CH:23]=[CH:22][CH:21]=1)[CH2:17][N:13]1[C:12]2[CH2:11][CH2:10][C@@H:9]([NH:25][C:26](=[O:30])[CH:27]([CH3:28])[CH3:29])[CH2:8][C:7]=2[C:6]2[C:14]1=[CH:15][CH:16]=[C:4]([C:1]1[O:3][N:34]=[CH:33][CH:2]=1)[CH:5]=2. (2) Given the reactants I[C:2]1[N:3]=[CH:4][N:5]2[CH:9]=[CH:8][S:7][C:6]=12.[S:10]1[C:14]([CH:15]=[O:16])=[CH:13][N:12]=[CH:11]1, predict the reaction product. The product is: [S:10]1[C:14]([C:15]([C:2]2[N:3]=[CH:4][N:5]3[CH:9]=[CH:8][S:7][C:6]=23)=[O:16])=[CH:13][N:12]=[CH:11]1. (3) Given the reactants [C:9](O[C:9]([O:11][C:12]([CH3:15])([CH3:14])[CH3:13])=[O:10])([O:11][C:12]([CH3:15])([CH3:14])[CH3:13])=[O:10].[NH2:16][C:17]1[CH:22]=[C:21]([CH3:23])[CH:20]=[C:19]([CH3:24])[C:18]=1[OH:25], predict the reaction product. The product is: [C:12]([O:11][C:9](=[O:10])[NH:16][C:17]1[CH:22]=[C:21]([CH3:23])[CH:20]=[C:19]([CH3:24])[C:18]=1[OH:25])([CH3:13])([CH3:14])[CH3:15]. (4) Given the reactants C(OC([N:11]1[CH2:16][CH:15]([O:17][CH2:18][C:19]2[CH:20]=[CH:21][C:22]3[O:27][CH2:26][CH2:25][N:24]([CH2:28][CH2:29][CH2:30][O:31][CH3:32])[C:23]=3[CH:33]=2)[CH:14]([C:34]2[CH:39]=[CH:38][C:37]([O:40][CH2:41][CH2:42][O:43][CH2:44][C:45]3[CH:50]=[CH:49][CH:48]=[CH:47][C:46]=3[Cl:51])=[CH:36][CH:35]=2)[CH:13]([OH:52])[CH2:12]1)=O)C1C=CC=CC=1.[OH-].[K+].CO, predict the reaction product. The product is: [Cl:51][C:46]1[CH:47]=[CH:48][CH:49]=[CH:50][C:45]=1[CH2:44][O:43][CH2:42][CH2:41][O:40][C:37]1[CH:36]=[CH:35][C:34]([CH:14]2[CH:15]([O:17][CH2:18][C:19]3[CH:20]=[CH:21][C:22]4[O:27][CH2:26][CH2:25][N:24]([CH2:28][CH2:29][CH2:30][O:31][CH3:32])[C:23]=4[CH:33]=3)[CH2:16][NH:11][CH2:12][CH:13]2[OH:52])=[CH:39][CH:38]=1.